Dataset: Peptide-MHC class II binding affinity with 134,281 pairs from IEDB. Task: Regression. Given a peptide amino acid sequence and an MHC pseudo amino acid sequence, predict their binding affinity value. This is MHC class II binding data. (1) The peptide sequence is YDKFLWNVSTVLTGK. The MHC is DRB1_0405 with pseudo-sequence DRB1_0405. The binding affinity (normalized) is 0.150. (2) The peptide sequence is KKKCDTLLCDIGESSSS. The MHC is DRB5_0101 with pseudo-sequence DRB5_0101. The binding affinity (normalized) is 0.260. (3) The MHC is DRB4_0101 with pseudo-sequence DRB4_0103. The binding affinity (normalized) is 0. The peptide sequence is PVTEEPGMAKIPAGE. (4) The peptide sequence is SHLIKIPLLIGYGNK. The binding affinity (normalized) is 0.393. The MHC is DRB5_0101 with pseudo-sequence DRB5_0101. (5) The peptide sequence is ILFSYFQDLVITLPF. The MHC is HLA-DQA10102-DQB10602 with pseudo-sequence HLA-DQA10102-DQB10602. The binding affinity (normalized) is 0.130. (6) The peptide sequence is PSAEFRRTAPPSLYG. The MHC is DRB1_1101 with pseudo-sequence DRB1_1101. The binding affinity (normalized) is 0.569.